Dataset: Full USPTO retrosynthesis dataset with 1.9M reactions from patents (1976-2016). Task: Predict the reactants needed to synthesize the given product. (1) Given the product [CH:1]1([C:4]2[N:8]([CH:9]3[CH2:10][CH2:11][N:12]([C:15]4[S:16][CH:17]=[C:18]([C:20]([OH:22])=[O:21])[N:19]=4)[CH2:13][CH2:14]3)[N:7]=[CH:6][C:5]=2[C:25]([N:27]2[CH2:31][CH2:30][CH:29]([C:32]3[CH:37]=[CH:36][CH:35]=[CH:34][C:33]=3[C:38]([F:39])([F:41])[F:40])[CH2:28]2)=[O:26])[CH2:3][CH2:2]1, predict the reactants needed to synthesize it. The reactants are: [CH:1]1([C:4]2[N:8]([CH:9]3[CH2:14][CH2:13][N:12]([C:15]4[S:16][CH:17]=[C:18]([C:20]([O:22]CC)=[O:21])[N:19]=4)[CH2:11][CH2:10]3)[N:7]=[CH:6][C:5]=2[C:25]([N:27]2[CH2:31][CH2:30][CH:29]([C:32]3[CH:37]=[CH:36][CH:35]=[CH:34][C:33]=3[C:38]([F:41])([F:40])[F:39])[CH2:28]2)=[O:26])[CH2:3][CH2:2]1.[OH-].[Na+]. (2) Given the product [Cl:27][CH2:28][CH2:29][CH2:30][N:11]1[C:12]2[C:17](=[CH:16][CH:15]=[CH:14][CH:13]=2)[C:9]([C:7]([NH:6][CH2:5][C:4]2[CH:18]=[CH:19][CH:20]=[C:2]([CH3:1])[CH:3]=2)=[O:8])=[CH:10]1, predict the reactants needed to synthesize it. The reactants are: [CH3:1][C:2]1[CH:3]=[C:4]([CH:18]=[CH:19][CH:20]=1)[CH2:5][NH:6][C:7]([C:9]1[C:17]2[C:12](=[CH:13][CH:14]=[CH:15][CH:16]=2)[NH:11][CH:10]=1)=[O:8].C(=O)([O-])[O-].[Cs+].[Cs+].[Cl:27][CH2:28][CH2:29][CH2:30]I. (3) Given the product [Br:1][C:2]1[CH:7]=[C:6]([F:8])[C:5]([CH3:9])=[C:4]([NH2:10])[CH:3]=1, predict the reactants needed to synthesize it. The reactants are: [Br:1][C:2]1[CH:3]=[C:4]([N+:10]([O-])=O)[C:5]([CH3:9])=[C:6]([F:8])[CH:7]=1. (4) Given the product [CH2:50]([NH:57][C:47]([C:3]1[C:4]([CH3:46])=[CH:5][C:6]2[CH2:23][C@@H:22]([OH:24])[C@:21]3([O:25][CH3:26])[C@@:8]([OH:45])([C:9](=[O:44])[C:10]4[C:19]([C:20]3=[O:27])=[C:18]([OH:28])[C:17]3[C:16](=[O:29])[CH:15]=[C:14]([NH:30][CH:31]5[C@H:36]([O:37][CH3:38])[C@H:35]([OH:39])[C@@H:34]([O:40][CH3:41])[C@H:33]([CH3:42])[O:32]5)[C:13](=[O:43])[C:12]=3[CH:11]=4)[C:7]=2[C:2]=1[OH:1])=[O:48])[C:51]1[CH:56]=[CH:55][CH:54]=[CH:53][CH:52]=1, predict the reactants needed to synthesize it. The reactants are: [OH:1][C:2]1[C:7]2[C@@:8]3([OH:45])[C@@:21]([O:25][CH3:26])([C@H:22]([OH:24])[CH2:23][C:6]=2[CH:5]=[C:4]([CH3:46])[C:3]=1[C:47](O)=[O:48])[C:20](=[O:27])[C:19]1[C:10](=[CH:11][C:12]2[C:13](=[O:43])[C:14]([NH:30][CH:31]4[C@H:36]([O:37][CH3:38])[C@H:35]([OH:39])[C@@H:34]([O:40][CH3:41])[C@H:33]([CH3:42])[O:32]4)=[CH:15][C:16](=[O:29])[C:17]=2[C:18]=1[OH:28])[C:9]3=[O:44].[CH2:50]([NH2:57])[C:51]1[CH:56]=[CH:55][CH:54]=[CH:53][CH:52]=1.O.ON1C2C=CC=CC=2N=N1. (5) Given the product [F:1][C:2]1[CH:10]=[C:9]2[C:5]([C:6]([C:12]3[N:13]=[C:14]4[C:20]([C:21]([OH:33])=[O:22])=[CH:19][N:18]([CH2:23][O:24][CH2:25][CH2:26][Si:27]([CH3:30])([CH3:29])[CH3:28])[C:15]4=[N:16][CH:17]=3)=[N:7][N:8]2[CH3:11])=[CH:4][CH:3]=1, predict the reactants needed to synthesize it. The reactants are: [F:1][C:2]1[CH:10]=[C:9]2[C:5]([C:6]([C:12]3[N:13]=[C:14]4[C:20]([CH:21]=[O:22])=[CH:19][N:18]([CH2:23][O:24][CH2:25][CH2:26][Si:27]([CH3:30])([CH3:29])[CH3:28])[C:15]4=[N:16][CH:17]=3)=[N:7][N:8]2[CH3:11])=[CH:4][CH:3]=1.S(=O)(=O)([OH:33])N.Cl([O-])=O.[Na+].P([O-])(O)(O)=O.[K+]. (6) Given the product [CH3:1][O:2][CH2:3][C:4]1[NH:8][C:7]2[CH:9]=[C:10]([N+:17]([O-:19])=[O:18])[CH:11]=[C:12]([C:13]([OH:15])=[O:14])[C:6]=2[N:5]=1, predict the reactants needed to synthesize it. The reactants are: [CH3:1][O:2][CH2:3][C:4]1[NH:8][C:7]2[CH:9]=[C:10]([N+:17]([O-:19])=[O:18])[CH:11]=[C:12]([C:13]([O:15]C)=[O:14])[C:6]=2[N:5]=1.O.[OH-].[Li+].O.Cl.